Dataset: Forward reaction prediction with 1.9M reactions from USPTO patents (1976-2016). Task: Predict the product of the given reaction. (1) Given the reactants [Cl:1][C:2]1[CH:3]=[C:4]([CH:9]=[CH:10][C:11]=1[O:12][CH:13]([CH3:15])[CH3:14])[C:5]([O:7]C)=[O:6].C(C1C=C(C=C(OC(C)C)C=1)C(O)=O)#N, predict the reaction product. The product is: [Cl:1][C:2]1[CH:3]=[C:4]([CH:9]=[CH:10][C:11]=1[O:12][CH:13]([CH3:15])[CH3:14])[C:5]([OH:7])=[O:6]. (2) Given the reactants [CH2:1]([O:3][C:4](=[O:14])[NH:5][C:6]1[C:11](I)=[CH:10][CH:9]=[C:8]([F:13])[N:7]=1)[CH3:2].[C:15]([Si:17]([CH3:20])([CH3:19])[CH3:18])#[CH:16].C(N(CC)CC)C.C(OCC)(=O)C, predict the reaction product. The product is: [CH2:1]([O:3][C:4](=[O:14])[NH:5][C:6]1[C:11]([C:16]#[C:15][Si:17]([CH3:20])([CH3:19])[CH3:18])=[CH:10][CH:9]=[C:8]([F:13])[N:7]=1)[CH3:2]. (3) Given the reactants FC(F)(F)C(O)=O.[CH:8]([N:11]1[C:15]([C:16]2[N:25]=[C:24]3[N:18]([CH2:19][CH2:20][O:21][C:22]4[CH:29]=[C:28]([CH:30]5[CH2:35][CH2:34][NH:33][CH2:32][CH2:31]5)[CH:27]=[CH:26][C:23]=43)[CH:17]=2)=[N:14][CH:13]=[N:12]1)([CH3:10])[CH3:9].Cl([O-])(=O)(=O)=O.[Li+].CCN(C(C)C)C(C)C.[O:51]1[C:53]([CH3:55])([CH3:54])[CH2:52]1, predict the reaction product. The product is: [CH:8]([N:11]1[C:15]([C:16]2[N:25]=[C:24]3[C:23]4[CH:26]=[CH:27][C:28]([CH:30]5[CH2:35][CH2:34][N:33]([CH2:52][C:53]([CH3:55])([OH:51])[CH3:54])[CH2:32][CH2:31]5)=[CH:29][C:22]=4[O:21][CH2:20][CH2:19][N:18]3[CH:17]=2)=[N:14][CH:13]=[N:12]1)([CH3:10])[CH3:9]. (4) Given the reactants Cl[C:2]1[N:6]([CH3:7])[C:5]2[CH:8]=[CH:9][CH:10]=[CH:11][C:4]=2[N:3]=1.[Cl:12][C:13]1[CH:14]=[C:15]2[N:21]([CH2:22][CH3:23])[C:20](=[O:24])[N:19]([C:25]3[CH:30]=[CH:29][C:28]([OH:31])=[CH:27][CH:26]=3)[C:16]2=[N:17][CH:18]=1.[H-].[Na+], predict the reaction product. The product is: [Cl:12][C:13]1[CH:14]=[C:15]2[N:21]([CH2:22][CH3:23])[C:20](=[O:24])[N:19]([C:25]3[CH:30]=[CH:29][C:28]([O:31][C:2]4[N:6]([CH3:7])[C:5]5[CH:8]=[CH:9][CH:10]=[CH:11][C:4]=5[N:3]=4)=[CH:27][CH:26]=3)[C:16]2=[N:17][CH:18]=1. (5) Given the reactants CC1(C)C(C)(C)OB([C:9]2[CH:29]=[CH:28][C:12]([C:13]([N:15]3[CH2:20][CH2:19][N:18]([C:21]([O:23][C:24]([CH3:27])([CH3:26])[CH3:25])=[O:22])[CH2:17][CH2:16]3)=[O:14])=[CH:11][CH:10]=2)O1.Br[C:32]1[NH:36][C:35]2[CH:37]=[CH:38][CH:39]=[CH:40][C:34]=2[N:33]=1.C(=O)([O-])[O-].[Na+].[Na+], predict the reaction product. The product is: [NH:33]1[C:34]2[CH:40]=[CH:39][CH:38]=[CH:37][C:35]=2[N:36]=[C:32]1[C:9]1[CH:29]=[CH:28][C:12]([C:13]([N:15]2[CH2:16][CH2:17][N:18]([C:21]([O:23][C:24]([CH3:25])([CH3:27])[CH3:26])=[O:22])[CH2:19][CH2:20]2)=[O:14])=[CH:11][CH:10]=1. (6) Given the reactants [CH3:1][C:2]1[CH:3]=[CH:4][C:5]([C:12]([F:15])([F:14])[F:13])=[C:6]2[C:10]=1[C@@H:9]([OH:11])[CH2:8][CH2:7]2.[CH3:16][O:17][C:18](=[O:30])[CH2:19][C@H:20]1[C:24]2[CH:25]=[CH:26][C:27](O)=[CH:28][C:23]=2[O:22][CH2:21]1, predict the reaction product. The product is: [CH3:16][O:17][C:18](=[O:30])[CH2:19][C@H:20]1[C:24]2[CH:25]=[CH:26][C:27]([O:11][C@H:9]3[C:10]4[C:6](=[C:5]([C:12]([F:13])([F:14])[F:15])[CH:4]=[CH:3][C:2]=4[CH3:1])[CH2:7][CH2:8]3)=[CH:28][C:23]=2[O:22][CH2:21]1.